From a dataset of Full USPTO retrosynthesis dataset with 1.9M reactions from patents (1976-2016). Predict the reactants needed to synthesize the given product. (1) Given the product [C:22]([NH:1][C:2]1[C:3]([CH3:14])=[CH:4][C:5]([C:6]([O:8][CH2:9][CH3:10])=[O:7])=[CH:11][C:12]=1[CH3:13])([O:24][CH2:25][C:26]1[CH:31]=[CH:30][CH:29]=[CH:28][CH:27]=1)=[O:23], predict the reactants needed to synthesize it. The reactants are: [NH2:1][C:2]1[C:12]([CH3:13])=[CH:11][C:5]([C:6]([O:8][CH2:9][CH3:10])=[O:7])=[CH:4][C:3]=1[CH3:14].O1CCCC1.[H-].[Na+].[C:22](Cl)([O:24][CH2:25][C:26]1[CH:31]=[CH:30][CH:29]=[CH:28][CH:27]=1)=[O:23]. (2) Given the product [OH:46][C@H:6]1[C@@H:5]([OH:4])[C@H:10]([OH:11])[C@@H:9]([CH2:15][OH:16])[O:8][C@@H:7]1[S:20][C:21]1[CH:22]=[CH:23][C:24]([C:38]2[CH:37]=[C:36]([CH:41]=[CH:40][CH:39]=2)[C:34]([O:33][CH3:32])=[O:35])=[CH:25][CH:26]=1, predict the reactants needed to synthesize it. The reactants are: C([O:4][C@@H:5]1[C@@H:10]([O:11]C(=O)C)[C@@H:9]([CH2:15][O:16]C(=O)C)[O:8][C@H:7]([S:20][C:21]2[CH:26]=[CH:25][C:24](Br)=[CH:23][CH:22]=2)[C@H:6]1CC([O-])=O)(=O)C.[CH3:32][O:33][C:34]([C:36]1[CH:37]=[C:38](B(O)O)[CH:39]=[CH:40][CH:41]=1)=[O:35].C(=O)([O-])[O-:46].[Cs+].[Cs+]. (3) Given the product [ClH:28].[ClH:28].[NH2:20][C@H:10]1[C@H:9]([C:4]2[CH:5]=[CH:6][C:7]([F:8])=[C:2]([F:1])[CH:3]=2)[CH2:13][N:12]([CH:14]([CH2:17][O:18][CH3:19])[CH2:15][OH:16])[CH2:11]1, predict the reactants needed to synthesize it. The reactants are: [F:1][C:2]1[CH:3]=[C:4]([C@@H:9]2[CH2:13][N:12]([CH:14]([CH2:17][O:18][CH3:19])[CH2:15][OH:16])[CH2:11][C@H:10]2[NH:20]C(=O)OC(C)(C)C)[CH:5]=[CH:6][C:7]=1[F:8].[ClH:28]. (4) The reactants are: [Cl-].[NH4+].O.[N+:4]([C:7]1[CH:13]=[C:12]([O:14][C:15]([F:18])([F:17])[F:16])[CH:11]=[CH:10][C:8]=1[NH2:9])([O-])=O. Given the product [F:16][C:15]([F:17])([F:18])[O:14][C:12]1[CH:13]=[C:7]([NH2:4])[C:8]([NH2:9])=[CH:10][CH:11]=1, predict the reactants needed to synthesize it. (5) Given the product [CH:7]([C:10]1[N:14]=[C:13]([N:15]2[CH2:20][CH2:19][N:18]([C:21]3[N:26]=[CH:25][C:24]([O:27][CH2:30][C:31]4[C:36]([C:37]#[N:38])=[CH:35][N:34]=[CH:33][CH:32]=4)=[CH:23][N:22]=3)[C@H:17]([CH3:28])[CH2:16]2)[O:12][N:11]=1)([CH3:9])[CH3:8], predict the reactants needed to synthesize it. The reactants are: C(=O)([O-])[O-].[K+].[K+].[CH:7]([C:10]1[N:14]=[C:13]([N:15]2[CH2:20][CH2:19][N:18]([C:21]3[N:26]=[CH:25][C:24]([OH:27])=[CH:23][N:22]=3)[C@H:17]([CH3:28])[CH2:16]2)[O:12][N:11]=1)([CH3:9])[CH3:8].Cl[CH2:30][C:31]1[C:36]([C:37]#[N:38])=[CH:35][N:34]=[CH:33][CH:32]=1. (6) Given the product [ClH:39].[OH:2][C:3]1[CH:4]=[C:5]([S:9]([C:12]2[CH:13]=[C:14]3[C:18](=[CH:19][CH:20]=2)[N:17]([CH3:21])[C:16]2[CH2:22][CH:23]4[NH:27][CH:26]([C:15]3=2)[CH2:25][CH2:24]4)(=[O:11])=[O:10])[CH:6]=[CH:7][CH:8]=1, predict the reactants needed to synthesize it. The reactants are: C[O:2][C:3]1[CH:4]=[C:5]([S:9]([C:12]2[CH:20]=[CH:19][C:18]3[N:17]([CH3:21])[C:16]4[CH2:22][CH:23]5[NH:27][CH:26]([C:15]=4[C:14]=3[C:13]=2C(OC(C)(C)C)=O)[CH2:25][CH2:24]5)(=[O:11])=[O:10])[CH:6]=[CH:7][CH:8]=1.B(Br)(Br)Br.[Cl:39]CCl. (7) Given the product [CH3:8][CH2:9][C:10]([O:25][C@@:19]1([C:20]([S:22][CH2:23][F:24])=[O:21])[C@@:18]2([CH3:26])[CH2:17][C@H:16]([OH:27])[C@:15]3([F:28])[C@:14]4([CH3:29])[C:8](=[CH:9][C:10]([CH:12]=[CH:13]4)=[O:11])[C@@H:7]([F:30])[CH2:6][C@H:5]3[C@@H:4]2[CH2:3][C@H:2]1[CH3:1])=[O:11], predict the reactants needed to synthesize it. The reactants are: [CH3:1][C@H:2]1[C@:19]([OH:25])([C:20]([S:22][CH2:23][F:24])=[O:21])[C@:18]2([CH3:26])[C@H:4]([C@H:5]3[C@:15]([F:28])([C@@H:16]([OH:27])[CH2:17]2)[C@:14]2([CH3:29])[C:8](=[CH:9][C:10]([CH:12]=[CH:13]2)=[O:11])[C@@H:7]([F:30])[CH2:6]3)[CH2:3]1. (8) Given the product [N:17]([C:8]1[CH:9]=[CH:10][C:11]([N:12]2[CH:16]=[CH:15][CH:14]=[N:13]2)=[C:6]([F:5])[CH:7]=1)=[N+:18]=[N-:19], predict the reactants needed to synthesize it. The reactants are: N([O-])=O.[Na+].[F:5][C:6]1[CH:7]=[C:8]([NH2:17])[CH:9]=[CH:10][C:11]=1[N:12]1[CH:16]=[CH:15][CH:14]=[N:13]1.[N-:18]=[N+:19]=[N-].[Na+].C([O-])(=O)C.[Na+].